From a dataset of Peptide-MHC class I binding affinity with 185,985 pairs from IEDB/IMGT. Regression. Given a peptide amino acid sequence and an MHC pseudo amino acid sequence, predict their binding affinity value. This is MHC class I binding data. (1) The peptide sequence is REFYLRVGF. The MHC is HLA-A30:01 with pseudo-sequence HLA-A30:01. The binding affinity (normalized) is 0.0847. (2) The peptide sequence is WIQLGLQKC. The MHC is Mamu-B03 with pseudo-sequence Mamu-B03. The binding affinity (normalized) is 0.112. (3) The peptide sequence is ESAQPGLLSY. The MHC is HLA-A29:02 with pseudo-sequence HLA-A29:02. The binding affinity (normalized) is 0.257.